Dataset: Forward reaction prediction with 1.9M reactions from USPTO patents (1976-2016). Task: Predict the product of the given reaction. (1) Given the reactants [OH:1][C:2]1[C:7]([C:8]([O:10]CC)=O)=[CH:6][N:5]=[C:4]2[N:13]([C:17]3[CH:22]=[CH:21][CH:20]=[CH:19][N:18]=3)[N:14]=[C:15]([CH3:16])[C:3]=12.[CH:23]1([NH2:29])[CH2:28][CH2:27][CH2:26][CH2:25][CH2:24]1.O, predict the reaction product. The product is: [CH:23]1([NH:29][C:8]([C:7]2[C:2]([OH:1])=[C:3]3[C:15]([CH3:16])=[N:14][N:13]([C:17]4[CH:22]=[CH:21][CH:20]=[CH:19][N:18]=4)[C:4]3=[N:5][CH:6]=2)=[O:10])[CH2:28][CH2:27][CH2:26][CH2:25][CH2:24]1. (2) Given the reactants Br[CH2:2][C:3]1[C:8]([CH3:9])=[N:7][C:6]([CH3:10])=[C:5]([CH3:11])[N:4]=1.[CH2:12]([O:14][C:15](=[O:27])/[CH:16]=[CH:17]/[C:18]1[CH:26]=[CH:25][C:23]([OH:24])=[C:20]([O:21][CH3:22])[CH:19]=1)[CH3:13].C(=O)([O-])[O-].[K+].[K+].CN(C=O)C, predict the reaction product. The product is: [CH2:12]([O:14][C:15](=[O:27])/[CH:16]=[CH:17]/[C:18]1[CH:26]=[CH:25][C:23]([O:24][CH2:2][C:3]2[C:8]([CH3:9])=[N:7][C:6]([CH3:10])=[C:5]([CH3:11])[N:4]=2)=[C:20]([O:21][CH3:22])[CH:19]=1)[CH3:13]. (3) Given the reactants [Cl:1][C:2]1[C:3]([O:29][C:30]2[C:35]([C:36]3[CH:41]=[CH:40][N:39]=[N:38][CH:37]=3)=[CH:34][C:33]([C:42]3[CH:47]=[CH:46][CH:45]=[CH:44][C:43]=3[F:48])=[C:32]([Cl:49])[CH:31]=2)=[CH:4][C:5]([F:28])=[C:6]([S:8]([N:11](CC2C=CC(OC)=CC=2OC)[C:12]2[S:13][CH:14]=[N:15][N:16]=2)(=[O:10])=[O:9])[CH:7]=1, predict the reaction product. The product is: [Cl:1][C:2]1[C:3]([O:29][C:30]2[C:35]([C:36]3[CH:41]=[CH:40][N:39]=[N:38][CH:37]=3)=[CH:34][C:33]([C:42]3[CH:47]=[CH:46][CH:45]=[CH:44][C:43]=3[F:48])=[C:32]([Cl:49])[CH:31]=2)=[CH:4][C:5]([F:28])=[C:6]([S:8]([NH:11][C:12]2[S:13][CH:14]=[N:15][N:16]=2)(=[O:10])=[O:9])[CH:7]=1. (4) Given the reactants C([O:8][C:9]1[C:18]2[C:13](=[CH:14][CH:15]=[CH:16][CH:17]=2)[N:12]=[C:11]([CH:19]=[CH:20][CH2:21][CH2:22][O:23]CC2C=CC=CC=2)[C:10]=1[CH3:31])C1C=CC=CC=1.C1CCCCC=1, predict the reaction product. The product is: [OH:23][CH2:22][CH2:21][CH2:20][CH2:19][C:11]1[NH:12][C:13]2[C:18]([C:9](=[O:8])[C:10]=1[CH3:31])=[CH:17][CH:16]=[CH:15][CH:14]=2.